This data is from Peptide-MHC class II binding affinity with 134,281 pairs from IEDB. The task is: Regression. Given a peptide amino acid sequence and an MHC pseudo amino acid sequence, predict their binding affinity value. This is MHC class II binding data. (1) The peptide sequence is RQLIKTDISMSMPKF. The MHC is DRB1_0901 with pseudo-sequence DRB1_0901. The binding affinity (normalized) is 0.335. (2) The peptide sequence is QRRFGGTVIRNPLSR. The MHC is HLA-DQA10201-DQB10402 with pseudo-sequence HLA-DQA10201-DQB10402. The binding affinity (normalized) is 0.388.